The task is: Predict the reactants needed to synthesize the given product.. This data is from Full USPTO retrosynthesis dataset with 1.9M reactions from patents (1976-2016). (1) The reactants are: [Si:1]([O:8][CH2:9][C@H:10]1[C@H:18]2[N:13]([C:14]3[CH:22]=[CH:21][C:20]([NH:23][C:24](=[O:26])[CH3:25])=[CH:19][C:15]=3[O:16][CH2:17]2)[C:12](=[O:27])[O:11]1)([C:4]([CH3:7])([CH3:6])[CH3:5])([CH3:3])[CH3:2].[H-].[Na+].IC.[CH3:32]C(=O)OCC. Given the product [Si:1]([O:8][CH2:9][C@H:10]1[C@H:18]2[N:13]([C:14]3[CH:22]=[CH:21][C:20]([N:23]([CH3:32])[C:24](=[O:26])[CH3:25])=[CH:19][C:15]=3[O:16][CH2:17]2)[C:12](=[O:27])[O:11]1)([C:4]([CH3:7])([CH3:5])[CH3:6])([CH3:2])[CH3:3], predict the reactants needed to synthesize it. (2) Given the product [CH:1]1([C:6]2([CH2:7][CH2:8][C:9]3[CH:14]=[C:13]([F:15])[C:12]([C:16]4([C:19]#[N:20])[CH2:18][CH2:17]4)=[C:11]([F:21])[CH:10]=3)[CH2:22][C:23](=[O:24])[CH2:28][C:27](=[O:26])[O:32]2)[CH2:5][CH2:4][CH2:3][CH2:2]1, predict the reactants needed to synthesize it. The reactants are: [CH:1]1([C:6]([OH:32])([CH2:22][C:23]2[O:24]C(C)(C)[O:26][C:27](=O)[CH:28]=2)[C:7]#[C:8][C:9]2[CH:14]=[C:13]([F:15])[C:12]([C:16]3([C:19]#[N:20])[CH2:18][CH2:17]3)=[C:11]([F:21])[CH:10]=2)[CH2:5][CH2:4][CH2:3][CH2:2]1.C1(C(O)(CC2OC(C)(C)OC(=O)C=2)C#CC2C=CC(C(C)(C)C#N)=C(F)C=2)CCCC1.